From a dataset of Forward reaction prediction with 1.9M reactions from USPTO patents (1976-2016). Predict the product of the given reaction. (1) The product is: [N+:13]([C:4]1[C:3]([CH:1]=[N:16][C:17]2[CH:22]=[CH:21][CH:20]=[CH:19][CH:18]=2)=[CH:12][CH:11]=[CH:10][C:5]=1[C:6]([O:8][CH3:9])=[O:7])([O-:15])=[O:14]. Given the reactants [CH:1]([C:3]1[C:4]([N+:13]([O-:15])=[O:14])=[C:5]([CH:10]=[CH:11][CH:12]=1)[C:6]([O:8][CH3:9])=[O:7])=O.[NH2:16][C:17]1[CH:22]=[CH:21][CH:20]=[CH:19][CH:18]=1.CCCCCC.CCOC(C)=O, predict the reaction product. (2) Given the reactants [NH2:1][C:2]1[CH:7]=[CH:6][CH:5]=[CH:4][C:3]=1[C:8]([C:10]1[CH:15]=[CH:14][CH:13]=[CH:12][N:11]=1)=O.[C:16](#[N:18])[CH3:17].[H-].[Na+].O, predict the reaction product. The product is: [N:11]1[CH:12]=[CH:13][CH:14]=[CH:15][C:10]=1[C:8]1[C:3]2[C:2](=[CH:7][CH:6]=[CH:5][CH:4]=2)[N:1]=[C:16]([NH2:18])[CH:17]=1. (3) Given the reactants [C:1]([O:10]C)(=O)[C:2]1[C:3](=[CH:5][CH:6]=[CH:7][CH:8]=1)[SH:4].[CH3:12][S:13][C:14]1[CH:15]=[C:16]([CH:19]=[CH:20][N:21]=1)[C:17]#[N:18].C(N(CC)CC)C, predict the reaction product. The product is: [CH3:12][S:13][C:14]1[CH:15]=[C:16]([C:17]2[S:4][C:3]3[CH:5]=[CH:6][CH:7]=[CH:8][C:2]=3[C:1](=[O:10])[N:18]=2)[CH:19]=[CH:20][N:21]=1. (4) The product is: [CH:31]1([CH2:30][O:29][C:22]2[CH:23]=[C:24]([F:28])[C:25]([CH3:27])=[CH:26][C:21]=2[C:20]2[C:15]3[NH:14][C:13]([CH3:34])=[C:12]([C:10]([NH:9][C@H:6]4[CH2:7][CH2:8][C@H:3]([NH:2][C:35](=[O:38])[CH2:36][CH3:37])[CH2:4][CH2:5]4)=[O:11])[C:16]=3[N:17]=[CH:18][N:19]=2)[CH2:32][CH2:33]1. Given the reactants Cl.[NH2:2][C@H:3]1[CH2:8][CH2:7][C@H:6]([NH:9][C:10]([C:12]2[C:16]3[N:17]=[CH:18][N:19]=[C:20]([C:21]4[CH:26]=[C:25]([CH3:27])[C:24]([F:28])=[CH:23][C:22]=4[O:29][CH2:30][CH:31]4[CH2:33][CH2:32]4)[C:15]=3[NH:14][C:13]=2[CH3:34])=[O:11])[CH2:5][CH2:4]1.[C:35](Cl)(=[O:38])[CH2:36][CH3:37], predict the reaction product. (5) Given the reactants [Cl:1][C:2]1[CH:3]=[C:4]([OH:9])[CH:5]=[C:6]([Cl:8])[CH:7]=1.N1C=CN=C1.[CH3:15][C:16]([Si:19](Cl)([CH3:21])[CH3:20])([CH3:18])[CH3:17], predict the reaction product. The product is: [C:16]([Si:19]([O:9][C:4]1[CH:3]=[C:2]([Cl:1])[CH:7]=[C:6]([Cl:8])[CH:5]=1)([CH3:21])[CH3:20])([CH3:18])([CH3:17])[CH3:15].